From a dataset of Reaction yield outcomes from USPTO patents with 853,638 reactions. Predict the reaction yield, written as a fraction of the theoretical maximum amount of product (1.0 means a 100% yield; for example, 0.34 means a 34% yield). (1) The reactants are [Br:1][C:2]1[CH:9]=[CH:8][C:5]([CH:6]=O)=[C:4]([F:10])[CH:3]=1.Br[CH2:12][C:13]([O:15][CH2:16][CH3:17])=[O:14].C([O-])(O)=O.[Na+].C1C=CC(P(C2C=CC=CC=2)C2C=CC=CC=2)=CC=1. No catalyst specified. The product is [Br:1][C:2]1[CH:9]=[CH:8][C:5](/[CH:6]=[CH:12]/[C:13]([O:15][CH2:16][CH3:17])=[O:14])=[C:4]([F:10])[CH:3]=1. The yield is 0.870. (2) The reactants are [CH3:1][C:2]([O:7][C:8]1[CH:13]=[CH:12][C:11]([C:14]([F:17])([F:16])[F:15])=[CH:10][N:9]=1)([CH3:6])[C:3]([OH:5])=O.CN(C(ON1N=NC2C=CC=CC1=2)=[N+](C)C)C.[B-](F)(F)(F)F.[F:40][C:41]1[CH:58]=[CH:57][C:44]([CH2:45][C:46]2[C:55]3[C:50](=[CH:51][CH:52]=[CH:53][CH:54]=3)[C:49](=[O:56])[NH:48][N:47]=2)=[CH:43][C:42]=1[C:59]([N:61]1[CH2:66][CH2:65][NH:64][CH2:63][CH2:62]1)=[O:60].CCN(C(C)C)C(C)C. The catalyst is CN(C=O)C.C(Cl)(Cl)Cl.C(OCC)(=O)C.CO. The product is [F:40][C:41]1[CH:58]=[CH:57][C:44]([CH2:45][C:46]2[C:55]3[C:50](=[CH:51][CH:52]=[CH:53][CH:54]=3)[C:49](=[O:56])[NH:48][N:47]=2)=[CH:43][C:42]=1[C:59]([N:61]1[CH2:66][CH2:65][N:64]([C:3](=[O:5])[C:2]([CH3:1])([O:7][C:8]2[CH:13]=[CH:12][C:11]([C:14]([F:17])([F:16])[F:15])=[CH:10][N:9]=2)[CH3:6])[CH2:63][CH2:62]1)=[O:60]. The yield is 0.470.